From a dataset of Catalyst prediction with 721,799 reactions and 888 catalyst types from USPTO. Predict which catalyst facilitates the given reaction. Reactant: FC(F)(F)C([NH:5][C:6]1[CH:7]=[C:8]([CH:13]=[CH:14][C:15]=1[C:16]1[O:20][N:19]=[C:18]([C:21]2[CH:26]=[CH:25][C:24]([C:27]([F:30])([F:29])[F:28])=[CH:23][CH:22]=2)[N:17]=1)[C:9]([O:11]C)=[O:10])=O.[OH-].[Na+].Cl. Product: [NH2:5][C:6]1[CH:7]=[C:8]([CH:13]=[CH:14][C:15]=1[C:16]1[O:20][N:19]=[C:18]([C:21]2[CH:26]=[CH:25][C:24]([C:27]([F:30])([F:29])[F:28])=[CH:23][CH:22]=2)[N:17]=1)[C:9]([OH:11])=[O:10]. The catalyst class is: 7.